From a dataset of Reaction yield outcomes from USPTO patents with 853,638 reactions. Predict the reaction yield, written as a fraction of the theoretical maximum amount of product (1.0 means a 100% yield; for example, 0.34 means a 34% yield). (1) The reactants are [C:1]([C:5]1[CH:10]=[CH:9][C:8]([C:11]2[N:16]=[CH:15][C:14]([CH3:17])=[CH:13][N:12]=2)=[CH:7][CH:6]=1)([CH3:4])([CH3:3])[CH3:2].[Br:18]N1C(=O)CCC1=O.N(C(C)(C)C#N)=NC(C)(C)C#N. The catalyst is C(Cl)(Cl)(Cl)Cl. The product is [Br:18][CH2:17][C:14]1[CH:15]=[N:16][C:11]([C:8]2[CH:7]=[CH:6][C:5]([C:1]([CH3:4])([CH3:3])[CH3:2])=[CH:10][CH:9]=2)=[N:12][CH:13]=1. The yield is 0.650. (2) The reactants are [NH2:1][C:2]1[C:18]([CH3:19])=[CH:17][CH:16]=[CH:15][C:3]=1[C:4]([NH:6][CH:7]1[CH2:12][CH2:11][C:10](=[O:13])[NH:9][C:8]1=[O:14])=[O:5].[CH:20](OC)(OC)OC.C1(C)C=CC(S(O)(=O)=O)=CC=1.O. The catalyst is C(#N)C.CN1C(=O)CCC1. The product is [CH3:19][C:18]1[CH:17]=[CH:16][CH:15]=[C:3]2[C:2]=1[N:1]=[CH:20][N:6]([CH:7]1[CH2:12][CH2:11][C:10](=[O:13])[NH:9][C:8]1=[O:14])[C:4]2=[O:5]. The yield is 0.720. (3) The reactants are [N+:1]([C:4]1[CH:5]=[CH:6][C:7]([N:10]2[CH2:19][CH2:18][N:17]3[C@@H:12]([CH2:13][O:14][CH2:15][CH2:16]3)[CH2:11]2)=[N:8][CH:9]=1)([O-])=O.CO.[H][H]. The catalyst is [Pt].CCO. The product is [CH2:13]1[C@H:12]2[CH2:11][N:10]([C:7]3[N:8]=[CH:9][C:4]([NH2:1])=[CH:5][CH:6]=3)[CH2:19][CH2:18][N:17]2[CH2:16][CH2:15][O:14]1. The yield is 0.880. (4) The reactants are [Br:1][C:2]1[CH:3]=[C:4]([C:11]([O:13][CH3:14])=[O:12])[C:5]2[CH:6]=[CH:7][NH:8][C:9]=2[CH:10]=1.[H-].[Na+].Br[CH:18]([CH3:20])[CH3:19].CCCCCC. The catalyst is CN(C)C=O.C(OCC)(=O)C. The product is [Br:1][C:2]1[CH:3]=[C:4]([C:11]([O:13][CH3:14])=[O:12])[C:5]2[CH:6]=[CH:7][N:8]([CH:18]([CH3:20])[CH3:19])[C:9]=2[CH:10]=1. The yield is 0.437.